From a dataset of Full USPTO retrosynthesis dataset with 1.9M reactions from patents (1976-2016). Predict the reactants needed to synthesize the given product. (1) The reactants are: [Br:1][C:2]1[S:6][C:5]([CH3:7])=[N:4][C:3]=1[C:8]([NH2:10])=O.C(N(CC)CC)C.FC(F)(F)C(OC(=O)C(F)(F)F)=O. Given the product [Br:1][C:2]1[S:6][C:5]([CH3:7])=[N:4][C:3]=1[C:8]#[N:10], predict the reactants needed to synthesize it. (2) Given the product [Cl:1][C:2]1[CH:3]=[C:4]([NH:15][C:16]2[C:25]3[C:20](=[CH:21][C:22]([N:36]([CH2:35][CH2:34][CH2:33][N:32]([CH3:38])[CH3:31])[CH3:37])=[C:23]([O:26][CH3:27])[CH:24]=3)[N:19]=[CH:18][C:17]=2[C:29]#[N:30])[CH:5]=[CH:6][C:7]=1[S:8][C:9]1[N:10]([CH3:14])[CH:11]=[CH:12][N:13]=1, predict the reactants needed to synthesize it. The reactants are: [Cl:1][C:2]1[CH:3]=[C:4]([NH:15][C:16]2[C:25]3[C:20](=[CH:21][C:22](F)=[C:23]([O:26][CH3:27])[CH:24]=3)[N:19]=[CH:18][C:17]=2[C:29]#[N:30])[CH:5]=[CH:6][C:7]=1[S:8][C:9]1[N:10]([CH3:14])[CH:11]=[CH:12][N:13]=1.[CH3:31][N:32]([CH3:38])[CH2:33][CH2:34][CH2:35][NH:36][CH3:37]. (3) Given the product [F:19][C:20]([F:26])([F:25])[C:21]([NH:23][C:16]([C:9]1[C:10]2[CH2:11][C@@H:12]3[CH2:15][C@@H:13]3[C:14]=2[N:7]([C:2]2[CH:3]=[N:4][CH:5]=[CH:6][N:1]=2)[N:8]=1)=[O:18])([CH3:24])[CH3:22], predict the reactants needed to synthesize it. The reactants are: [N:1]1[CH:6]=[CH:5][N:4]=[CH:3][C:2]=1[N:7]1[C:14]2[C@H:13]3[CH2:15][C@H:12]3[CH2:11][C:10]=2[C:9]([C:16]([OH:18])=O)=[N:8]1.[F:19][C:20]([F:26])([F:25])[C:21]([CH3:24])([NH2:23])[CH3:22]. (4) Given the product [OH:24][CH2:19][C:10]1[C:11]2[C:16](=[CH:15][CH:14]=[CH:13][CH:12]=2)[CH:17]=[CH:18][N:9]=1, predict the reactants needed to synthesize it. The reactants are: C([N:9]1[CH:18]=[CH:17][C:16]2[C:11](=[CH:12][CH:13]=[CH:14][CH:15]=2)[CH:10]1[C:19]#N)(=O)C1C=CC=CC=1.[H-].[Na+].C=[O:24].[OH-].[Na+]. (5) Given the product [Cl:1][C:2]1[CH:7]=[CH:6][C:5]([CH:8]2[CH:9]([CH2:31][CH2:32][CH3:33])[CH2:10][NH:11][CH2:12][CH:13]2[OH:14])=[CH:4][CH:3]=1, predict the reactants needed to synthesize it. The reactants are: [Cl:1][C:2]1[CH:7]=[CH:6][C:5]([CH:8]2[CH:13]([O:14]C(OCC(Cl)(Cl)Cl)=O)[CH2:12][N:11](C(OCC(Cl)(Cl)Cl)=O)[CH2:10][CH:9]2[CH2:31][CH2:32][CH3:33])=[CH:4][CH:3]=1. (6) Given the product [F:24][CH:23]([F:25])[C:15]1[N:14]([C:4]2[N:5]=[C:6]([N:8]3[CH2:13][CH2:12][O:11][CH2:10][CH2:9]3)[N:7]=[C:2]([NH:26][CH2:27][C:28]3[CH:33]=[CH:32][CH:31]=[CH:30][N:29]=3)[N:3]=2)[C:18]2[CH:19]=[CH:20][CH:21]=[CH:22][C:17]=2[N:16]=1, predict the reactants needed to synthesize it. The reactants are: Cl[C:2]1[N:7]=[C:6]([N:8]2[CH2:13][CH2:12][O:11][CH2:10][CH2:9]2)[N:5]=[C:4]([N:14]2[C:18]3[CH:19]=[CH:20][CH:21]=[CH:22][C:17]=3[N:16]=[C:15]2[CH:23]([F:25])[F:24])[N:3]=1.[NH2:26][CH2:27][C:28]1[CH:33]=[CH:32][CH:31]=[CH:30][N:29]=1. (7) Given the product [F:14][C:15]1[CH:22]=[CH:21][C:18]([CH2:19][N:1]2[C:9]3[C:4](=[CH:5][C:6]([CH:10]=[O:11])=[CH:7][CH:8]=3)[CH:3]=[CH:2]2)=[CH:17][CH:16]=1, predict the reactants needed to synthesize it. The reactants are: [NH:1]1[C:9]2[C:4](=[CH:5][C:6]([CH:10]=[O:11])=[CH:7][CH:8]=2)[CH:3]=[CH:2]1.[OH-].[K+].[F:14][C:15]1[CH:22]=[CH:21][C:18]([CH2:19]Br)=[CH:17][CH:16]=1.O.